From a dataset of Catalyst prediction with 721,799 reactions and 888 catalyst types from USPTO. Predict which catalyst facilitates the given reaction. (1) Reactant: [CH3:1][C:2]1[CH:3]=[CH:4][C:5]([N:8]2[CH2:12][CH2:11][CH2:10][C:9]2=[O:13])=[N:6][CH:7]=1.[Br:14]N1C(=O)CCC1=O.N(C(C)(C)C#N)=NC(C)(C)C#N. Product: [Br:14][CH2:1][C:2]1[CH:3]=[CH:4][C:5]([N:8]2[CH2:12][CH2:11][CH2:10][C:9]2=[O:13])=[N:6][CH:7]=1. The catalyst class is: 53. (2) Reactant: Cl[C:2]1[C:7]([CH2:8][C:9]([O:11][CH2:12][CH3:13])=[O:10])=[CH:6][CH:5]=[CH:4][N:3]=1.[C:14](=[S:16])=[S:15].[H-].[Na+].[CH3:19]I. Product: [CH2:12]([O:11][C:9]([C:8]1[C:7]2[C:2](=[N:3][CH:4]=[CH:5][CH:6]=2)[S:15][C:14]=1[S:16][CH3:19])=[O:10])[CH3:13]. The catalyst class is: 16. (3) Reactant: [C:1]([O:5][C:6]([C@@H:8]([CH2:13][C:14]1[CH:24]=[CH:23][C:17]2[O:18][C:19]([F:22])([F:21])[O:20][C:16]=2[CH:15]=1)[C:9]([O:11]C)=[O:10])=[O:7])([CH3:4])([CH3:3])[CH3:2].[Li+].[OH-]. Product: [C:1]([O:5][C:6]([C@@H:8]([CH2:13][C:14]1[CH:24]=[CH:23][C:17]2[O:18][C:19]([F:21])([F:22])[O:20][C:16]=2[CH:15]=1)[C:9]([OH:11])=[O:10])=[O:7])([CH3:4])([CH3:2])[CH3:3]. The catalyst class is: 1. (4) Reactant: [Br:1][CH2:2][C:3]1[CH:8]=[CH:7][CH:6]=[CH:5][C:4]=1[C:9]1[CH:14]=[CH:13][C:12]([Cl:15])=[CH:11][CH:10]=1.[C:16]1([P:22]([C:29]2[CH:34]=[CH:33][CH:32]=[CH:31][CH:30]=2)[C:23]2[CH:28]=[CH:27][CH:26]=[CH:25][CH:24]=2)[CH:21]=[CH:20][CH:19]=[CH:18][CH:17]=1. Product: [Br-:1].[Cl:15][C:12]1[CH:13]=[CH:14][C:9]([C:4]2[CH:5]=[CH:6][CH:7]=[CH:8][C:3]=2[CH2:2][P+:22]([C:23]2[CH:24]=[CH:25][CH:26]=[CH:27][CH:28]=2)([C:29]2[CH:34]=[CH:33][CH:32]=[CH:31][CH:30]=2)[C:16]2[CH:17]=[CH:18][CH:19]=[CH:20][CH:21]=2)=[CH:10][CH:11]=1. The catalyst class is: 113. (5) Reactant: [C:1]([C:3]1[CH:4]=[C:5]([NH:10][C:11]2[N:19]=[CH:18][CH:17]=[CH:16][C:12]=2[C:13]([OH:15])=O)[CH:6]=[CH:7][C:8]=1[F:9])#[N:2].Cl.[NH2:21][C:22]([CH3:27])([CH2:25][CH3:26])[C:23]#[CH:24].C1C=CC2N(O)N=NC=2C=1.CCN=C=NCCCN(C)C.CCN(C(C)C)C(C)C. Product: [C:1]([C:3]1[CH:4]=[C:5]([NH:10][C:11]2[N:19]=[CH:18][CH:17]=[CH:16][C:12]=2[C:13]([NH:21][C:22]([CH3:27])([CH2:25][CH3:26])[C:23]#[CH:24])=[O:15])[CH:6]=[CH:7][C:8]=1[F:9])#[N:2]. The catalyst class is: 2. (6) Reactant: [CH3:1][C:2]1[CH:6]=[CH:5][O:4][C:3]=1[C:7]([NH:9][C:10]1[CH:11]=[C:12]([CH:28]=[CH:29][CH:30]=1)[O:13][C:14]1[CH:19]=[CH:18][N:17]=[C:16]([C:20]2[NH:24][CH:23]=[C:22]([C:25]([OH:27])=[O:26])[CH:21]=2)[CH:15]=1)=[O:8].[CH2:31](O)[CH2:32][OH:33].O.C([O-])(O)=O.[Na+]. Product: [CH3:1][C:2]1[CH:6]=[CH:5][O:4][C:3]=1[C:7]([NH:9][C:10]1[CH:11]=[C:12]([CH:28]=[CH:29][CH:30]=1)[O:13][C:14]1[CH:19]=[CH:18][N:17]=[C:16]([C:20]2[NH:24][CH:23]=[C:22]([C:25]([O:27][CH2:31][CH2:32][OH:33])=[O:26])[CH:21]=2)[CH:15]=1)=[O:8]. The catalyst class is: 456. (7) Reactant: [C:1]([C:4]1[C:22](=[O:23])[C@@:8]2([CH3:24])[C:9]3[C:15]([OH:16])=[CH:14][C:13]([O:17][CH3:18])=[C:12]([C:19]([NH2:21])=[O:20])[C:10]=3[O:11][C:7]2=[CH:6][C:5]=1[OH:25])(=[O:3])[CH3:2].[Cl:26][C:27]1[CH:32]=[C:31]([Cl:33])[CH:30]=[CH:29][C:28]=1[S:34]([NH:37][C:38]1[CH:45]=[CH:44][C:41]([CH:42]=O)=[CH:40][CH:39]=1)(=[O:36])=[O:35].C([SiH](CC)CC)C.FC(F)(F)C(O)=O. Product: [C:1]([C:4]1[C:22](=[O:23])[C@@:8]2([CH3:24])[C:9]3[C:15]([OH:16])=[CH:14][C:13]([O:17][CH3:18])=[C:12]([C:19]([NH:21][CH2:42][C:41]4[CH:44]=[CH:45][C:38]([NH:37][S:34]([C:28]5[CH:29]=[CH:30][C:31]([Cl:33])=[CH:32][C:27]=5[Cl:26])(=[O:36])=[O:35])=[CH:39][CH:40]=4)=[O:20])[C:10]=3[O:11][C:7]2=[CH:6][C:5]=1[OH:25])(=[O:3])[CH3:2]. The catalyst class is: 10. (8) Reactant: [C:1]([O:5][C:6](=[O:27])[CH2:7][CH:8]1[N:12]([C:13]([O:15][C:16]([CH3:19])([CH3:18])[CH3:17])=[O:14])[C@H:11]([CH2:20][OH:21])[C@H:10]2[O:22][C:23]([CH3:26])([CH3:25])[O:24][C@@H:9]12)([CH3:4])([CH3:3])[CH3:2].[CH2:28](Br)[C:29]1[CH:34]=[CH:33][CH:32]=[CH:31][CH:30]=1.[H-].[Na+]. Product: [CH2:28]([O:21][CH2:20][C@H:11]1[N:12]([C:13]([O:15][C:16]([CH3:17])([CH3:18])[CH3:19])=[O:14])[C@@H:8]([CH2:7][C:6]([O:5][C:1]([CH3:2])([CH3:3])[CH3:4])=[O:27])[C@@H:9]2[O:24][C:23]([CH3:26])([CH3:25])[O:22][C@H:10]12)[C:29]1[CH:34]=[CH:33][CH:32]=[CH:31][CH:30]=1. The catalyst class is: 575. (9) Reactant: [CH3:1][C:2]1[CH:3]=[C:4]([CH3:12])[C:5]2[O:9][C:8]([NH2:10])=[N:7][C:6]=2[CH:11]=1.[CH3:28][C:23]1([CH3:29])[C:24]([CH3:27])([CH3:26])[O:25][B:21]([B:21]2[O:25][C:24]([CH3:27])([CH3:26])[C:23]([CH3:29])([CH3:28])[O:22]2)[O:22]1.[C:31]([O-])(=O)[CH3:32].[K+].C(Cl)Cl. Product: [CH3:1][C:2]1[CH:3]=[C:4]([CH3:12])[C:5]2[O:9][C:8]([NH:10][C:32]3[CH:31]=[CH:6][C:11]([B:21]4[O:22][C:23]([CH3:28])([CH3:29])[C:24]([CH3:26])([CH3:27])[O:25]4)=[CH:2][CH:1]=3)=[N:7][C:6]=2[CH:11]=1. The catalyst class is: 3. (10) Reactant: [CH3:1][O:2][C:3]([C:5]1([C:18]2[CH:23]=[CH:22][CH:21]=[C:20]([F:24])[C:19]=2[CH3:25])[CH2:10][CH:9]=[C:8]([C:11]2[CH:12]=[N:13][CH:14]=[C:15]([F:17])[CH:16]=2)[CH2:7][CH2:6]1)=[O:4].FC1C(C)=C(C2(C(O)=O)CC=C(C3C=NC=C(F)C=3)CC2)C=CC=1.[OH-].[Na+]. The catalyst class is: 5. Product: [F:24][C:20]1[C:19]([CH3:25])=[C:18]([C:5]2([C:3]([O:2][CH3:1])=[O:4])[CH2:6][CH:7]=[C:8]([C:11]3[CH:12]=[N:13][CH:14]=[C:15]([F:17])[CH:16]=3)[CH2:9][CH2:10]2)[CH:23]=[CH:22][CH:21]=1.